Task: Regression. Given two drug SMILES strings and cell line genomic features, predict the synergy score measuring deviation from expected non-interaction effect.. Dataset: NCI-60 drug combinations with 297,098 pairs across 59 cell lines (1) Drug 1: C1=NC(=NC(=O)N1C2C(C(C(O2)CO)O)O)N. Drug 2: CN(CCCl)CCCl.Cl. Cell line: HOP-92. Synergy scores: CSS=34.5, Synergy_ZIP=-3.22, Synergy_Bliss=-1.60, Synergy_Loewe=2.58, Synergy_HSA=3.49. (2) Drug 2: COC1=NC(=NC2=C1N=CN2C3C(C(C(O3)CO)O)O)N. Drug 1: C1CCC(C1)C(CC#N)N2C=C(C=N2)C3=C4C=CNC4=NC=N3. Cell line: ACHN. Synergy scores: CSS=-3.37, Synergy_ZIP=-2.37, Synergy_Bliss=-5.57, Synergy_Loewe=-6.59, Synergy_HSA=-6.25. (3) Drug 2: C1=C(C(=O)NC(=O)N1)N(CCCl)CCCl. Drug 1: CC1OCC2C(O1)C(C(C(O2)OC3C4COC(=O)C4C(C5=CC6=C(C=C35)OCO6)C7=CC(=C(C(=C7)OC)O)OC)O)O. Cell line: K-562. Synergy scores: CSS=65.5, Synergy_ZIP=9.94, Synergy_Bliss=9.67, Synergy_Loewe=14.0, Synergy_HSA=16.6. (4) Cell line: SNB-75. Synergy scores: CSS=1.37, Synergy_ZIP=-5.86, Synergy_Bliss=-8.60, Synergy_Loewe=-13.9, Synergy_HSA=-7.42. Drug 1: C1=NC2=C(N1)C(=S)N=C(N2)N. Drug 2: CC1=C2C(C(=O)C3(C(CC4C(C3C(C(C2(C)C)(CC1OC(=O)C(C(C5=CC=CC=C5)NC(=O)C6=CC=CC=C6)O)O)OC(=O)C7=CC=CC=C7)(CO4)OC(=O)C)O)C)OC(=O)C. (5) Drug 1: CN(C)N=NC1=C(NC=N1)C(=O)N. Drug 2: C1C(C(OC1N2C=NC3=C(N=C(N=C32)Cl)N)CO)O. Cell line: UACC-257. Synergy scores: CSS=-9.17, Synergy_ZIP=3.97, Synergy_Bliss=-5.87, Synergy_Loewe=-14.4, Synergy_HSA=-11.8.